Task: Predict the product of the given reaction.. Dataset: Forward reaction prediction with 1.9M reactions from USPTO patents (1976-2016) (1) The product is: [F:1][C:2]1[CH:7]=[CH:6][C:5](/[CH:8]=[CH:12]/[N:13]2[CH2:15][CH2:22][CH2:21][CH2:14]2)=[C:4]([N+:9]([O-:11])=[O:10])[CH:3]=1. Given the reactants [F:1][C:2]1[CH:7]=[CH:6][C:5]([CH3:8])=[C:4]([N+:9]([O-:11])=[O:10])[CH:3]=1.[CH3:12][N:13]([CH:15](OC)OC)[CH3:14].N1CC[CH2:22][CH2:21]1, predict the reaction product. (2) Given the reactants [C:1]([O:4][CH2:5][C@H:6]1[CH2:11][C@@H:10]([O:12][C:13](=[O:15])[CH3:14])[CH2:9][CH2:8][C@@:7]1([C@H:17]1[CH2:25][CH2:24][C@@:23]2([CH3:26])[C@@H:19]([CH2:20][CH2:21][C@@:22]2([OH:33])[C:27]2[CH:32]=[CH:31][CH:30]=[CH:29][N:28]=2)[C@@H:18]1[CH2:34]O)[CH3:16])(=[O:3])[CH3:2].CS(Cl)(=O)=O.[N-:41]=[N+:42]=[N-:43].[Na+], predict the reaction product. The product is: [C:1]([O:4][CH2:5][C@H:6]1[CH2:11][C@@H:10]([O:12][C:13](=[O:15])[CH3:14])[CH2:9][CH2:8][C@@:7]1([C@H:17]1[CH2:25][CH2:24][C@@:23]2([CH3:26])[C@@H:19]([CH2:20][CH2:21][C@@:22]2([OH:33])[C:27]2[CH:32]=[CH:31][CH:30]=[CH:29][N:28]=2)[C@@H:18]1[CH2:34][N:41]=[N+:42]=[N-:43])[CH3:16])(=[O:3])[CH3:2]. (3) Given the reactants [CH2:1]([O:8][C:9]([N:11]1[C@@H:15]([C:16]2[CH:21]=[CH:20][C:19]([CH2:22][N:23]3[CH2:28][CH2:27][O:26][CH2:25][CH2:24]3)=[CH:18][CH:17]=2)[CH2:14][CH2:13][C@H:12]1[C:29]([OH:31])=O)=[O:10])[C:2]1[CH:7]=[CH:6][CH:5]=[CH:4][CH:3]=1.CN(C(ON1N=NC2[CH:43]=[CH:44][CH:45]=[N:46]C1=2)=[N+](C)C)C.F[P-](F)(F)(F)(F)F.CCN(C(C)C)C(C)C.[NH2:65][C:66]1[S:67][CH:68]=[C:69]([C:71]2[CH:76]=[CH:75][C:74]([C:77](=[O:79])C)=[CH:73][CH:72]=2)[N:70]=1, predict the reaction product. The product is: [CH2:1]([O:8][C:9]([N:11]1[C@@H:15]([C:16]2[CH:17]=[CH:18][C:19]([CH2:22][N:23]3[CH2:28][CH2:27][O:26][CH2:25][CH2:24]3)=[CH:20][CH:21]=2)[CH2:14][CH2:13][C@H:12]1[C:29](=[O:31])[NH:65][C:66]1[S:67][CH:68]=[C:69]([C:71]2[CH:72]=[CH:73][C:74]([C:77](=[O:79])[NH:46][CH:45]3[CH2:43][CH2:44]3)=[CH:75][CH:76]=2)[N:70]=1)=[O:10])[C:2]1[CH:7]=[CH:6][CH:5]=[CH:4][CH:3]=1. (4) Given the reactants [Cl:1][C:2]1[CH:7]=[CH:6][C:5]([C:8]#N)=[CH:4][N:3]=1.[H-].C([Al+]CC(C)C)C(C)C.CO.S(=O)(=O)(O)[OH:23], predict the reaction product. The product is: [Cl:1][C:2]1[CH:7]=[CH:6][C:5]([CH:8]=[O:23])=[CH:4][N:3]=1.